Regression. Given two drug SMILES strings and cell line genomic features, predict the synergy score measuring deviation from expected non-interaction effect. From a dataset of NCI-60 drug combinations with 297,098 pairs across 59 cell lines. Drug 1: CC1=C(C(CCC1)(C)C)C=CC(=CC=CC(=CC(=O)O)C)C. Drug 2: CC12CCC3C(C1CCC2OP(=O)(O)O)CCC4=C3C=CC(=C4)OC(=O)N(CCCl)CCCl.[Na+]. Cell line: SK-MEL-5. Synergy scores: CSS=33.0, Synergy_ZIP=-1.39, Synergy_Bliss=-0.436, Synergy_Loewe=0.271, Synergy_HSA=-0.744.